From a dataset of Full USPTO retrosynthesis dataset with 1.9M reactions from patents (1976-2016). Predict the reactants needed to synthesize the given product. (1) Given the product [O:34]1[CH2:35][CH2:36][N:31]([C:26]2[CH:25]=[C:24]([C:18]3[C:19]4[S:20][C:21]5[C:12](=[CH:11][C:10]([NH:9][CH:5]6[CH2:6][CH2:7][CH2:8][CH:4]6[N:9]6[CH2:10][CH2:23][O:37][CH2:4][CH2:5]6)=[CH:23][CH:22]=5)[S:13][C:14]=4[CH:15]=[CH:16][CH:17]=3)[NH:29][C:28](=[O:30])[CH:27]=2)[CH2:32][CH2:33]1, predict the reactants needed to synthesize it. The reactants are: [I-].[Na+].Cl[CH:4]1[CH2:8][CH2:7][CH2:6][CH:5]1[NH:9][C:10]1[CH:11]=[C:12]2[C:21](=[CH:22][CH:23]=1)[S:20][C:19]1[C:18]([C:24]3[NH:29][C:28](=[O:30])[CH:27]=[C:26]([N:31]4[CH2:36][CH2:35][O:34][CH2:33][CH2:32]4)[CH:25]=3)=[CH:17][CH:16]=[CH:15][C:14]=1[S:13]2.[OH2:37]. (2) Given the product [C:10]([C:3]1[C:4]2[C:9](=[CH:8][CH:7]=[CH:6][CH:5]=2)[N:1]([CH2:20][C:21]([O:23][C:24]([CH3:27])([CH3:26])[CH3:25])=[O:22])[N:2]=1)(=[O:12])[CH3:11], predict the reactants needed to synthesize it. The reactants are: [NH:1]1[C:9]2[C:4](=[CH:5][CH:6]=[CH:7][CH:8]=2)[C:3]([C:10](=[O:12])[CH3:11])=[N:2]1.C(=O)([O-])[O-].[K+].[K+].Br[CH2:20][C:21]([O:23][C:24]([CH3:27])([CH3:26])[CH3:25])=[O:22]. (3) The reactants are: [CH2:1]1[O:21][C:20]2[C:3](=[CH:4][CH2:5][C:6]([O:22][CH3:23])([CH:19]=2)[CH:7]=[C:8]([C:14]([O:16][CH2:17][CH3:18])=[O:15])[C:9]([O:11][CH2:12][CH3:13])=[O:10])[O:2]1.[BH4-].[Na+]. Given the product [CH2:1]1[O:21][C:20]2[C:3](=[CH:4][CH2:5][C:6]([O:22][CH3:23])([CH:19]=2)[CH2:7][CH:8]([C:14]([O:16][CH2:17][CH3:18])=[O:15])[C:9]([O:11][CH2:12][CH3:13])=[O:10])[O:2]1, predict the reactants needed to synthesize it. (4) Given the product [F:36][C:33]1[CH:34]=[CH:35][C:30]([O:29][C:26]2[CH:25]=[CH:24][C:23]([CH2:22][N:18]3[CH2:19][CH2:20][CH2:21][CH:16]([C:14]4[CH:15]=[C:10]([CH:5]([CH2:6][CH:7]([CH3:8])[CH3:9])[C:4]([OH:47])=[O:3])[CH:11]=[C:12]([C:37]5[CH:42]=[CH:41][C:40]([C:43]([F:45])([F:44])[F:46])=[CH:39][CH:38]=5)[CH:13]=4)[CH2:17]3)=[CH:28][CH:27]=2)=[CH:31][CH:32]=1, predict the reactants needed to synthesize it. The reactants are: C([O:3][C:4](=[O:47])[CH:5]([C:10]1[CH:11]=[C:12]([C:37]2[CH:42]=[CH:41][C:40]([C:43]([F:46])([F:45])[F:44])=[CH:39][CH:38]=2)[CH:13]=[C:14]([CH:16]2[CH2:21][CH2:20][CH2:19][N:18]([CH2:22][C:23]3[CH:28]=[CH:27][C:26]([O:29][C:30]4[CH:35]=[CH:34][C:33]([F:36])=[CH:32][CH:31]=4)=[CH:25][CH:24]=3)[CH2:17]2)[CH:15]=1)[CH2:6][CH:7]([CH3:9])[CH3:8])C.[OH-].[K+]. (5) Given the product [OH:47][C@H:46]([C:45]([OH:44])([CH3:52])[CH3:51])[CH2:48][CH2:49][NH:50][C:38]([CH:16]1[CH:15]([C:11]2[CH:12]=[CH:13][CH:14]=[C:9]([Cl:8])[C:10]=2[F:41])[C:19]([C:22]2[CH:27]=[CH:26][C:25]([Cl:28])=[CH:24][C:23]=2[F:29])([C:20]#[N:21])[CH:18]([CH2:30][C:31]2([CH3:37])[CH2:32][CH2:33][CH2:34][CH2:35][CH2:36]2)[NH:17]1)=[O:40], predict the reactants needed to synthesize it. The reactants are: FC(F)(F)C(O)=O.[Cl:8][C:9]1[C:10]([F:41])=[C:11]([CH:15]2[C:19]([C:22]3[CH:27]=[CH:26][C:25]([Cl:28])=[CH:24][C:23]=3[F:29])([C:20]#[N:21])[CH:18]([CH2:30][C:31]3([CH3:37])[CH2:36][CH2:35][CH2:34][CH2:33][CH2:32]3)[NH:17][CH:16]2[C:38]([OH:40])=O)[CH:12]=[CH:13][CH:14]=1.CC1(C)[O:47][C@@H:46]([CH2:48][CH2:49][NH2:50])[C:45]([CH3:52])([CH3:51])[O:44]1.CN(C(ON1N=NC2C=CC=NC1=2)=[N+](C)C)C.F[P-](F)(F)(F)(F)F.CCN(C(C)C)C(C)C.Cl. (6) Given the product [CH2:20]([O:18][C:17]([C:6]1[C:7](=[O:16])[C:8]2[C:13](=[C:12]([OH:14])[C:11]([F:15])=[CH:10][CH:9]=2)[N:4]([CH:1]2[CH2:2][CH2:3]2)[CH:5]=1)=[O:19])[CH3:21], predict the reactants needed to synthesize it. The reactants are: [CH:1]1([N:4]2[C:13]3[C:8](=[CH:9][CH:10]=[C:11]([F:15])[C:12]=3[OH:14])[C:7](=[O:16])[C:6]([C:17]([OH:19])=[O:18])=[CH:5]2)[CH2:3][CH2:2]1.[CH2:20](O)[CH3:21].S(Cl)(Cl)=O. (7) Given the product [CH3:1][C:2]1[CH:7]=[CH:6][C:5]([N:8]2[C:9](=[O:12])[S:10][N:19]([CH3:18])[C:20]2=[O:21])=[CH:4][CH:3]=1, predict the reactants needed to synthesize it. The reactants are: [CH3:1][C:2]1[CH:7]=[CH:6][C:5]([N:8]=[C:9]=[S:10])=[CH:4][CH:3]=1.Cl.[O-:12][Mn](=O)(=O)=O.[K+].[CH3:18][N:19]=[C:20]=[O:21]. (8) Given the product [CH:2]1([CH2:5][O:6][C:7]2[CH:12]=[C:11]([O:13][CH3:14])[C:10]([F:15])=[CH:9][C:8]=2[C:16]2[C:17]3[NH:24][C:23]([CH3:25])=[C:22]([C:26]([NH:28][C@@H:29]4[CH2:34][CH2:33][N:32]([C:39](=[O:40])[CH2:38][O:37][CH3:36])[CH2:31][C@H:30]4[OH:35])=[O:27])[C:18]=3[N:19]=[CH:20][N:21]=2)[CH2:4][CH2:3]1, predict the reactants needed to synthesize it. The reactants are: Cl.[CH:2]1([CH2:5][O:6][C:7]2[CH:12]=[C:11]([O:13][CH3:14])[C:10]([F:15])=[CH:9][C:8]=2[C:16]2[C:17]3[NH:24][C:23]([CH3:25])=[C:22]([C:26]([NH:28][C@@H:29]4[CH2:34][CH2:33][NH:32][CH2:31][C@H:30]4[OH:35])=[O:27])[C:18]=3[N:19]=[CH:20][N:21]=2)[CH2:4][CH2:3]1.[CH3:36][O:37][CH2:38][C:39](Cl)=[O:40]. (9) Given the product [NH2:17][C:13]1[N:12]=[C:11]([N:8]2[C:9]3[C:5](=[CH:4][CH:3]=[C:2]([C:40]#[C:39][C@:37]([C:34]4[N:33]=[C:32]([CH3:31])[O:36][N:35]=4)([OH:41])[CH3:38])[CH:10]=3)[C:6]([CH2:18][N:19]3[CH2:22][C:21]([F:24])([F:23])[CH2:20]3)=[N:7]2)[CH:16]=[CH:15][N:14]=1, predict the reactants needed to synthesize it. The reactants are: Br[C:2]1[CH:10]=[C:9]2[C:5]([C:6]([CH2:18][N:19]3[CH2:22][C:21]([F:24])([F:23])[CH2:20]3)=[N:7][N:8]2[C:11]2[CH:16]=[CH:15][N:14]=[C:13]([NH2:17])[N:12]=2)=[CH:4][CH:3]=1.CC(O)(C#C)C.[CH3:31][C:32]1[O:36][N:35]=[C:34]([C@:37]([OH:41])([C:39]#[CH:40])[CH3:38])[N:33]=1. (10) Given the product [N:16]([CH2:2][CH2:3][O:4][N:5]1[C:13](=[O:14])[C:12]2[C:7](=[CH:8][CH:9]=[CH:10][CH:11]=2)[C:6]1=[O:15])=[N+:17]=[N-:18], predict the reactants needed to synthesize it. The reactants are: Cl[CH2:2][CH2:3][O:4][N:5]1[C:13](=[O:14])[C:12]2[C:7](=[CH:8][CH:9]=[CH:10][CH:11]=2)[C:6]1=[O:15].[N-:16]=[N+:17]=[N-:18].[Na+].